This data is from Full USPTO retrosynthesis dataset with 1.9M reactions from patents (1976-2016). The task is: Predict the reactants needed to synthesize the given product. (1) Given the product [NH2:1][C:2]1[N:3]=[C:4]([CH3:13])[C:5]([CH2:9][CH2:10][C:11]#[N:12])=[C:6]([NH:19][CH2:14][CH2:15][CH2:16][CH2:17][CH3:18])[N:7]=1, predict the reactants needed to synthesize it. The reactants are: [NH2:1][C:2]1[N:7]=[C:6](Cl)[C:5]([CH2:9][CH2:10][C:11]#[N:12])=[C:4]([CH3:13])[N:3]=1.[CH2:14]([NH2:19])[CH2:15][CH2:16][CH2:17][CH3:18]. (2) Given the product [OH:3][CH2:4][C@@H:5]([NH:6][C:7](=[O:8])[O:9][C:10]([CH3:12])([CH3:11])[CH3:13])[CH2:14][C@H:15]1[CH2:20][CH2:19][CH2:18][O:17][CH2:16]1, predict the reactants needed to synthesize it. The reactants are: CC1(C)[N:6]([C:7]([O:9][C:10]([CH3:13])([CH3:12])[CH3:11])=[O:8])[C@@H:5]([CH2:14][C@H:15]2[CH2:20][CH2:19][CH2:18][O:17][CH2:16]2)[CH2:4][O:3]1.CC1C=CC(S(O)(=O)=O)=CC=1.CC(OC(OC(OC(C)(C)C)=O)=O)(C)C. (3) The reactants are: [Br-].[Br-].[C:3]1(P(C2C=CC=CC=2)C2C=CC=CC=2)[CH:8]=CC=C[CH:4]=1.[I:22][C:23]1[CH:28]=[CH:27][C:26]([SiH2:29]OCC(CC=C)CC=C)=[CH:25][CH:24]=1.[CH2:39]([Mg]Br)[CH:40]=[CH2:41].Cl.[CH3:45][CH2:46][CH2:47]CCC.C(OCC)(=O)C. Given the product [I:22][C:23]1[CH:24]=[CH:25][C:26]([Si:29]([CH2:47][CH:46]=[CH2:45])([CH2:39][CH:40]=[CH2:41])[CH2:8][CH:3]=[CH2:4])=[CH:27][CH:28]=1, predict the reactants needed to synthesize it.